Dataset: Catalyst prediction with 721,799 reactions and 888 catalyst types from USPTO. Task: Predict which catalyst facilitates the given reaction. Reactant: [Cl:1][C:2]1[CH:11]=[C:10]2[C:5]([CH2:6][C:7]([CH3:41])([CH3:40])[C:8](=[O:39])[N:9]2[CH:12]2[CH2:17][CH2:16][N:15]([C:18]([C:20]3[CH:25]=[CH:24][C:23]([C:26]4[CH:31]=[CH:30][CH:29]=[CH:28][C:27]=4[O:32][C@H:33]([CH3:37])[CH2:34][CH2:35][OH:36])=[CH:22][C:21]=3[F:38])=[O:19])[CH2:14][CH2:13]2)=[N:4][CH:3]=1.[Br-].[K+].Cl[O-].[Na+].Cl.Cl([O-])=[O:49].[Na+]. Product: [Cl:1][C:2]1[CH:11]=[C:10]2[C:5]([CH2:6][C:7]([CH3:40])([CH3:41])[C:8](=[O:39])[N:9]2[CH:12]2[CH2:13][CH2:14][N:15]([C:18]([C:20]3[CH:25]=[CH:24][C:23]([C:26]4[CH:31]=[CH:30][CH:29]=[CH:28][C:27]=4[O:32][C@H:33]([CH3:37])[CH2:34][C:35]([OH:49])=[O:36])=[CH:22][C:21]=3[F:38])=[O:19])[CH2:16][CH2:17]2)=[N:4][CH:3]=1. The catalyst class is: 84.